Dataset: Reaction yield outcomes from USPTO patents with 853,638 reactions. Task: Predict the reaction yield, written as a fraction of the theoretical maximum amount of product (1.0 means a 100% yield; for example, 0.34 means a 34% yield). (1) The reactants are C(=O)([O-])[O-].[Cs+].[Cs+].[NH:7]1[CH2:12][CH2:11][CH2:10][CH:9]([NH:13][C:14](=[O:29])[CH2:15][C:16]2[S:20][C:19]([C:21]3[CH:26]=[CH:25][C:24]([Cl:27])=[CH:23][CH:22]=3)=[N:18][C:17]=2[CH3:28])[CH2:8]1.I[C:31]1[CH:40]=[CH:39][CH:38]=[CH:37][C:32]=1[C:33]([O:35][CH3:36])=[O:34]. The catalyst is C1(P(C2C=CC=CC=2)[C-]2C=CC=C2)C=CC=CC=1.[C-]1(P(C2C=CC=CC=2)C2C=CC=CC=2)C=CC=C1.[Fe+2].C1(C)C=CC=CC=1. The product is [Cl:27][C:24]1[CH:23]=[CH:22][C:21]([C:19]2[S:20][C:16]([CH2:15][C:14]([NH:13][CH:9]3[CH2:10][CH2:11][CH2:12][N:7]([C:31]4[CH:40]=[CH:39][CH:38]=[CH:37][C:32]=4[C:33]([O:35][CH3:36])=[O:34])[CH2:8]3)=[O:29])=[C:17]([CH3:28])[N:18]=2)=[CH:26][CH:25]=1. The yield is 0.450. (2) The reactants are [NH2:1][C:2]1[N:3]=[CH:4][C:5]([C:8]2[C:13]([F:14])=[CH:12][C:11]([C:15]3[CH:20]=[CH:19][CH:18]=[CH:17][C:16]=3[CH2:21]O)=[CH:10][CH:9]=2)=[N:6][CH:7]=1.O=S(Cl)[Cl:25]. The catalyst is C(Cl)Cl. The yield is 0.980. The product is [Cl:25][CH2:21][C:16]1[C:15]([C:11]2[CH:10]=[CH:9][C:8]([C:5]3[N:6]=[CH:7][C:2]([NH2:1])=[N:3][CH:4]=3)=[C:13]([F:14])[CH:12]=2)=[CH:20][CH:19]=[CH:18][CH:17]=1. (3) The reactants are [OH:1][C:2]1[CH:13]=[CH:12][C:5]([CH2:6][CH:7]([C:10]#[N:11])[C:8]#[N:9])=[CH:4][CH:3]=1.[H-].[Na+].[H][H].[Cl-].[NH4+]. The catalyst is CN(C)C=O. The product is [CH2:4]([C:7]([CH2:6][C:5]1[CH:4]=[CH:3][C:2]([OH:1])=[CH:13][CH:12]=1)([C:8]#[N:9])[C:10]#[N:11])[CH2:3][CH:2]=[CH2:13]. The yield is 0.860. (4) The reactants are [CH2:1]([N:8]1[C:17](=[O:18])[C:16]2[C:11](=[CH:12][CH:13]=[C:14]([C:19](O)=[O:20])[CH:15]=2)[NH:10][C:9]1=[O:22])[C:2]1[CH:7]=[CH:6][CH:5]=[CH:4][CH:3]=1.[CH2:23]([NH2:30])[C:24]1[CH:29]=[CH:28][CH:27]=[CH:26][CH:25]=1.F[B-](F)(F)F.C(OC(C(=NOC(N(C)C)=[N+](C)C)C#N)=O)C.C(N(CC)C(C)C)(C)C. The catalyst is ClCCl.CO.C(Cl)Cl.CO.CN(C)C=O. The product is [CH2:23]([NH:30][C:19]([C:14]1[CH:15]=[C:16]2[C:11](=[CH:12][CH:13]=1)[NH:10][C:9](=[O:22])[N:8]([CH2:1][C:2]1[CH:7]=[CH:6][CH:5]=[CH:4][CH:3]=1)[C:17]2=[O:18])=[O:20])[C:24]1[CH:29]=[CH:28][CH:27]=[CH:26][CH:25]=1. The yield is 0.560.